Dataset: Peptide-MHC class I binding affinity with 185,985 pairs from IEDB/IMGT. Task: Regression. Given a peptide amino acid sequence and an MHC pseudo amino acid sequence, predict their binding affinity value. This is MHC class I binding data. (1) The peptide sequence is NPDIVIYQY. The MHC is HLA-B18:01 with pseudo-sequence HLA-B18:01. The binding affinity (normalized) is 0.666. (2) The peptide sequence is LMRTNFLIK. The MHC is HLA-A69:01 with pseudo-sequence HLA-A69:01. The binding affinity (normalized) is 0.0847. (3) The peptide sequence is NSESLSLISH. The MHC is HLA-A33:01 with pseudo-sequence HLA-A33:01. The binding affinity (normalized) is 0.0416. (4) The peptide sequence is YSTVRDLFL. The MHC is HLA-B46:01 with pseudo-sequence HLA-B46:01. The binding affinity (normalized) is 0.0847.